This data is from Catalyst prediction with 721,799 reactions and 888 catalyst types from USPTO. The task is: Predict which catalyst facilitates the given reaction. (1) The catalyst class is: 9. Reactant: [F:1][C:2]1[CH:7]=[CH:6][CH:5]=[CH:4][C:3]=1[C:8]1[N:9]=[C:10]([CH3:22])[N:11]2[C:16]=1[C:15]([N:17]1[CH:21]=NC=N1)=[N:14][CH:13]=[N:12]2.[CH:23]1([C:26]2[N:27]=[CH:28][C:29]3[CH2:35]NC[CH2:32][C:30]=3[N:31]=2)[CH2:25][CH2:24]1.C(=O)([O-])[O-].[Cs+].[Cs+]. Product: [CH:23]1([C:26]2[N:27]=[CH:28][C:29]3[CH2:35][N:17]([C:15]4[C:16]5=[C:8]([C:3]6[CH:4]=[CH:5][CH:6]=[CH:7][C:2]=6[F:1])[N:9]=[C:10]([CH3:22])[N:11]5[N:12]=[CH:13][N:14]=4)[CH2:21][CH2:32][C:30]=3[N:31]=2)[CH2:25][CH2:24]1. (2) Reactant: [CH2:1]([O:3][C:4](=[O:17])/[C:5](/[CH3:16])=[CH:6]/[CH2:7][O:8]CC1C=CC=CC=1)[CH3:2]. Product: [CH2:1]([O:3][C:4](=[O:17])[CH:5]([CH3:16])[CH2:6][CH2:7][OH:8])[CH3:2]. The catalyst class is: 45. (3) Reactant: N#N.[CH:3]([N:16]=[CH:17][C:18]1[CH:23]=[CH:22][C:21]([OH:24])=[C:20]([O:25][CH3:26])[CH:19]=1)([C:10]1[CH:15]=[CH:14][CH:13]=[CH:12][CH:11]=1)[C:4]1[CH:9]=[CH:8][CH:7]=[CH:6][CH:5]=1.[BH4-].[Na+]. Product: [CH:3]([NH:16][CH2:17][C:18]1[CH:23]=[CH:22][C:21]([OH:24])=[C:20]([O:25][CH3:26])[CH:19]=1)([C:10]1[CH:15]=[CH:14][CH:13]=[CH:12][CH:11]=1)[C:4]1[CH:9]=[CH:8][CH:7]=[CH:6][CH:5]=1. The catalyst class is: 5. (4) Reactant: C([O:4][C:5]1[CH:10]=[CH:9][CH:8]=[C:7]([O:11][CH2:12][CH:13]=[CH2:14])[CH:6]=1)(=O)C.[OH-].[Na+].CO. Product: [CH2:12]([O:11][C:7]1[CH:6]=[C:5]([OH:4])[CH:10]=[CH:9][CH:8]=1)[CH:13]=[CH2:14]. The catalyst class is: 1. (5) Reactant: [C:1]([O:5][C@@H:6]([C:12]1[C:21]([CH3:22])=[CH:20][C:19]2[C:14](=[CH:15][CH:16]=[CH:17][CH:18]=2)[C:13]=1Cl)[C:7]([O:9][CH2:10][CH3:11])=[O:8])([CH3:4])([CH3:3])[CH3:2].CC1(C)C(C)(C)OB([C:32]2[CH:33]=[C:34]([N:38]3[CH2:41][CH2:40][CH2:39]3)[CH:35]=[CH:36][CH:37]=2)O1.P([O-])([O-])([O-])=O.[K+].[K+].[K+].C1COCC1. Product: [N:38]1([C:34]2[CH:33]=[C:32]([C:13]3[C:14]4[C:19](=[CH:18][CH:17]=[CH:16][CH:15]=4)[CH:20]=[C:21]([CH3:22])[C:12]=3[C@H:6]([O:5][C:1]([CH3:4])([CH3:3])[CH3:2])[C:7]([O:9][CH2:10][CH3:11])=[O:8])[CH:37]=[CH:36][CH:35]=2)[CH2:41][CH2:40][CH2:39]1. The catalyst class is: 6. (6) Reactant: [Si]([C:8]1[O:9][C:10]2[C:30]([O:31][C:32](=[O:34])[CH3:33])=[C:29]([O:35][CH3:36])[CH:28]=[CH:27][C:11]=2[C:12]=1[C:13](=[O:26])[C:14]1[CH:19]=[C:18]([O:20][CH3:21])[C:17]([O:22][CH3:23])=[C:16]([O:24][CH3:25])[CH:15]=1)(C(C)(C)C)(C)C.[Br:37]Br. Product: [Br:37][C:8]1[O:9][C:10]2[C:30]([O:31][C:32](=[O:34])[CH3:33])=[C:29]([O:35][CH3:36])[CH:28]=[CH:27][C:11]=2[C:12]=1[C:13](=[O:26])[C:14]1[CH:19]=[C:18]([O:20][CH3:21])[C:17]([O:22][CH3:23])=[C:16]([O:24][CH3:25])[CH:15]=1. The catalyst class is: 26. (7) Reactant: Cl.[F:2][C:3]1[CH:8]=[CH:7][C:6]([CH:9]([OH:23])[CH:10]([NH2:22])[CH2:11][C:12]2[CH:17]=[CH:16][C:15]([C:18]([F:21])([F:20])[F:19])=[CH:14][CH:13]=2)=[CH:5][CH:4]=1.[C:24](=[O:27])([O-])O.[Na+]. Product: [F:2][C:3]1[CH:4]=[CH:5][C:6]([CH:9]([OH:23])[CH:10]([NH:22][C:24](=[O:27])[C:12]2[CH:17]=[CH:16][C:15]([C:18]([F:21])([F:20])[F:19])=[CH:14][CH:13]=2)[CH2:11][C:12]2[CH:17]=[CH:16][C:15]([C:18]([F:21])([F:20])[F:19])=[CH:14][CH:13]=2)=[CH:7][CH:8]=1. The catalyst class is: 84.